Dataset: Catalyst prediction with 721,799 reactions and 888 catalyst types from USPTO. Task: Predict which catalyst facilitates the given reaction. (1) Reactant: [OH:1][C:2]1[CH:11]=[CH:10][C:5]2[C:6](=[O:9])[O:7][CH2:8][C:4]=2[C:3]=1[CH3:12].Br[CH2:14][CH:15]1[CH2:20][CH2:19][N:18]([C:21]([O:23][C:24]([CH3:27])([CH3:26])[CH3:25])=[O:22])[CH2:17][CH2:16]1.C(=O)([O-])[O-].[K+].[K+]. Product: [CH3:12][C:3]1[C:4]2[CH2:8][O:7][C:6](=[O:9])[C:5]=2[CH:10]=[CH:11][C:2]=1[O:1][CH2:14][CH:15]1[CH2:20][CH2:19][N:18]([C:21]([O:23][C:24]([CH3:25])([CH3:27])[CH3:26])=[O:22])[CH2:17][CH2:16]1. The catalyst class is: 173. (2) Reactant: [Br:1][C:2]1[CH:3]=[C:4]([CH:7]=[CH:8][CH:9]=1)[CH2:5][OH:6].[H-].[Na+].[CH3:12][O:13][CH2:14]Cl. Product: [Br:1][C:2]1[CH:9]=[CH:8][CH:7]=[C:4]([CH2:5][O:6][CH2:12][O:13][CH3:14])[CH:3]=1. The catalyst class is: 7. (3) Reactant: [NH2:1][C:2]1[CH:7]=[CH:6][N:5]=[CH:4][CH:3]=1.C(N(CC)CC)C.[Cl-].ClC1N(C)CC[NH+]1C.[CH3:24][O:25][C:26]1[C:27](=[O:50])[C:28]([CH3:49])=[C:29]([CH2:35][C:36]2[CH:37]=[CH:38][C:39]([O:45]C(=O)C)=[C:40]([CH:44]=2)[C:41](O)=[O:42])[C:30](=[O:34])[C:31]=1[O:32][CH3:33]. Product: [N:5]1[CH:6]=[CH:7][C:2]([NH:1][C:41](=[O:42])[C:40]2[CH:44]=[C:36]([CH2:35][C:29]3[C:30](=[O:34])[C:31]([O:32][CH3:33])=[C:26]([O:25][CH3:24])[C:27](=[O:50])[C:28]=3[CH3:49])[CH:37]=[CH:38][C:39]=2[OH:45])=[CH:3][CH:4]=1. The catalyst class is: 2.